This data is from Forward reaction prediction with 1.9M reactions from USPTO patents (1976-2016). The task is: Predict the product of the given reaction. Given the reactants Br[C:2]1[CH:11]=[C:10]2[C:5]([CH:6]=[CH:7][C:8]([C:12]([O:14]C)=[O:13])=[N:9]2)=[CH:4][CH:3]=1.C([O-])([O-])=O.[Cs+].[Cs+].Cl.[F:23][C:24]([F:31])([F:30])[CH:25]1[CH2:29][CH2:28][NH:27][CH2:26]1.Cl, predict the reaction product. The product is: [F:23][C:24]([F:31])([F:30])[CH:25]1[CH2:29][CH2:28][N:27]([C:2]2[CH:11]=[C:10]3[C:5]([CH:6]=[CH:7][C:8]([C:12]([OH:14])=[O:13])=[N:9]3)=[CH:4][CH:3]=2)[CH2:26]1.